Dataset: Cav3 T-type calcium channel HTS with 100,875 compounds. Task: Binary Classification. Given a drug SMILES string, predict its activity (active/inactive) in a high-throughput screening assay against a specified biological target. (1) The molecule is FC(F)(F)c1n2nc(C(=O)N3CC(CCC3)C(OCC)=O)cc2nc(c1)c1cc2OCOc2cc1. The result is 0 (inactive). (2) The molecule is O=C1C2(CN3CC1(CN(C2)C3c1occc1)C(C)C)C(C)C. The result is 0 (inactive).